Task: Predict the product of the given reaction.. Dataset: Forward reaction prediction with 1.9M reactions from USPTO patents (1976-2016) (1) Given the reactants [OH:1][C:2]1[CH:21]=[CH:20][CH:19]=[CH:18][C:3]=1[C:4]([NH:6][CH:7]([CH3:17])[CH2:8][NH:9]C(=O)OC(C)(C)C)=[O:5], predict the reaction product. The product is: [NH2:9][CH2:8][CH:7]([NH:6][C:4](=[O:5])[C:3]1[CH:18]=[CH:19][CH:20]=[CH:21][C:2]=1[OH:1])[CH3:17]. (2) Given the reactants C(Cl)(=O)C(Cl)=O.C[N:8]([CH3:11])[CH:9]=[O:10].[CH3:12][C:13]1[O:17][C:16]([C:18]2[CH:23]=[CH:22][CH:21]=[CH:20][CH:19]=2)=[N:15][C:14]=1[CH2:24][O:25][C:26]1[CH:46]=[CH:45][C:29]([CH2:30][O:31]/[N:32]=[C:33](/[C:39]2[CH:44]=[CH:43][CH:42]=[CH:41][CH:40]=2)\[CH2:34][CH2:35]C(O)=O)=[CH:28][CH:27]=1, predict the reaction product. The product is: [CH3:11][NH:8][C:9](=[O:10])[CH2:35][CH2:34]/[C:33](=[N:32]\[O:31][CH2:30][C:29]1[CH:45]=[CH:46][C:26]([O:25][CH2:24][C:14]2[N:15]=[C:16]([C:18]3[CH:19]=[CH:20][CH:21]=[CH:22][CH:23]=3)[O:17][C:13]=2[CH3:12])=[CH:27][CH:28]=1)/[C:39]1[CH:40]=[CH:41][CH:42]=[CH:43][CH:44]=1. (3) Given the reactants FC(F)(F)S(O[C:7]1[CH:12]=[C:11]([CH2:13][O:14][CH:15]2[CH2:20][CH2:19][CH2:18][CH2:17][O:16]2)[N:10]=[C:9]([NH:21][C:22]([O:24][C:25]([CH3:28])([CH3:27])[CH3:26])=[O:23])[CH:8]=1)(=O)=O.[NH:31]1[CH2:36][CH2:35][O:34][CH2:33][CH2:32]1.C(=O)([O-])O.[Na+], predict the reaction product. The product is: [C:25]([O:24][C:22](=[O:23])[NH:21][C:9]1[CH:8]=[C:7]([N:31]2[CH2:36][CH2:35][O:34][CH2:33][CH2:32]2)[CH:12]=[C:11]([CH2:13][O:14][CH:15]2[CH2:20][CH2:19][CH2:18][CH2:17][O:16]2)[N:10]=1)([CH3:28])([CH3:27])[CH3:26]. (4) Given the reactants C[O:2][C:3]1[C:8]2[C:9]([C:18]3[CH:23]=[CH:22][C:21]([CH2:24][C:25]#[N:26])=[CH:20][CH:19]=3)=[CH:10][N:11]([CH:12]([CH2:16][CH3:17])[CH2:13][O:14][CH3:15])[C:7]=2[CH:6]=[CH:5][N:4]=1.[I-].[Na+].Cl[Si](C)(C)C.C(=O)([O-])O.[Na+], predict the reaction product. The product is: [CH3:15][O:14][CH2:13][CH:12]([N:11]1[C:7]2[CH:6]=[CH:5][NH:4][C:3](=[O:2])[C:8]=2[C:9]([C:18]2[CH:19]=[CH:20][C:21]([CH2:24][C:25]#[N:26])=[CH:22][CH:23]=2)=[CH:10]1)[CH2:16][CH3:17]. (5) Given the reactants [CH:1]1([C:6]2[C:14]3[C:9](=[CH:10][CH:11]=[CH:12][CH:13]=3)[N:8]([S:15]([C:18]3[CH:26]=[CH:25][C:21]([C:22]([OH:24])=O)=[CH:20][CH:19]=3)(=[O:17])=[O:16])[CH:7]=2)[CH2:5][CH2:4][CH2:3][CH2:2]1.C1CN([P+](O[N:44]2N=[N:51][C:46]3C=[CH:48][CH:49]=[CH:50][C:45]2=3)(N2CCCC2)N2CCCC2)CC1.F[P-](F)(F)(F)(F)F.N[C:61]1C=NC=CC=1.CCN(C(C)C)C(C)C, predict the reaction product. The product is: [CH:1]1([C:6]2[C:14]3[C:9](=[CH:10][CH:11]=[CH:12][CH:13]=3)[N:8]([S:15]([C:18]3[CH:19]=[CH:20][C:21]([C:22]([NH:44][C:45]4[CH:46]=[N:51][CH:48]=[CH:49][CH:50]=4)=[O:24])=[C:25]([CH3:61])[CH:26]=3)(=[O:17])=[O:16])[CH:7]=2)[CH2:2][CH2:3][CH2:4][CH2:5]1. (6) Given the reactants [F:1][C:2]1[CH:7]=[CH:6][CH:5]=[CH:4][C:3]=1[C:8]1[NH:9][CH:10]=[C:11]([CH:13]=[O:14])[N:12]=1.[H-].[Na+].C1OCCOCCOCCOCCOC1.[CH3:32][N:33]1[C:37]([S:38](Cl)(=[O:40])=[O:39])=[CH:36][CH:35]=[N:34]1, predict the reaction product. The product is: [F:1][C:2]1[CH:7]=[CH:6][CH:5]=[CH:4][C:3]=1[C:8]1[N:9]([S:38]([C:37]2[N:33]([CH3:32])[N:34]=[CH:35][CH:36]=2)(=[O:40])=[O:39])[CH:10]=[C:11]([CH:13]=[O:14])[N:12]=1. (7) Given the reactants [NH2:1][C:2]1[CH:14]=[C:13]2[C:5]([C:6]3[CH:7]=[C:8]([C:18]4[CH:23]=[CH:22][CH:21]=[C:20]([O:24][CH3:25])[CH:19]=4)[CH:9]=[C:10]([C:15]([NH2:17])=[O:16])[C:11]=3[NH:12]2)=[CH:4][CH:3]=1.[CH3:26][N:27]([CH3:34])[CH2:28][CH2:29][CH2:30][C:31](O)=[O:32], predict the reaction product. The product is: [CH3:26][N:27]([CH3:34])[CH2:28][CH2:29][CH2:30][C:31]([NH:1][C:2]1[CH:14]=[C:13]2[C:5]([C:6]3[CH:7]=[C:8]([C:18]4[CH:23]=[CH:22][CH:21]=[C:20]([O:24][CH3:25])[CH:19]=4)[CH:9]=[C:10]([C:15]([NH2:17])=[O:16])[C:11]=3[NH:12]2)=[CH:4][CH:3]=1)=[O:32]. (8) The product is: [F:20][CH2:21][C:22]([CH3:24])=[CH:12][C:11]([O:10][CH2:3][C:4]1[CH:9]=[CH:8][CH:7]=[CH:6][CH:5]=1)=[O:19]. Given the reactants [H-].[Na+].[CH2:3]([O:10][C:11](=[O:19])[CH2:12]P(OC)(OC)=O)[C:4]1[CH:9]=[CH:8][CH:7]=[CH:6][CH:5]=1.[F:20][CH2:21][C:22]([CH3:24])=O, predict the reaction product. (9) The product is: [CH2:2]([N:9]1[CH2:10][CH:11]2[CH2:12][N:13]([C:18]3[CH:19]=[CH:20][C:21]4[N:22]([C:24]([C:27]([Cl:30])([F:29])[F:28])=[N:25][N:26]=4)[N:23]=3)[CH2:14][CH:15]2[CH2:16]1)[C:3]1[CH:8]=[CH:7][CH:6]=[CH:5][CH:4]=1. Given the reactants Cl.[CH2:2]([N:9]1[CH2:16][CH:15]2[CH:11]([CH2:12][NH:13][CH2:14]2)[CH2:10]1)[C:3]1[CH:8]=[CH:7][CH:6]=[CH:5][CH:4]=1.Cl[C:18]1[CH:19]=[CH:20][C:21]2[N:22]([C:24]([C:27]([Cl:30])([F:29])[F:28])=[N:25][N:26]=2)[N:23]=1, predict the reaction product. (10) The product is: [CH:11]1([C:8]2[NH:7][C:6](=[O:16])[C:5]([CH:2]([NH:1][C:20]([CH:17]3[CH2:19][CH2:18]3)=[O:21])[CH2:3][CH3:4])=[N:10][N:9]=2)[CH2:15][CH2:14][CH2:13][CH2:12]1. Given the reactants [NH2:1][CH:2]([C:5]1[C:6](=[O:16])[NH:7][C:8]([CH:11]2[CH2:15][CH2:14][CH2:13][CH2:12]2)=[N:9][N:10]=1)[CH2:3][CH3:4].[CH:17]1([C:20](Cl)=[O:21])[CH2:19][CH2:18]1, predict the reaction product.